Dataset: hERG Central: cardiac toxicity at 1µM, 10µM, and general inhibition. Task: Predict hERG channel inhibition at various concentrations. (1) The compound is Cc1ccc2[nH]c(=O)c(CN3CCCCC3)c(-c3ccccc3)c2c1. Results: hERG_inhib (hERG inhibition (general)): blocker. (2) Results: hERG_inhib (hERG inhibition (general)): blocker. The compound is Cc1noc(C)c1COc1ccccc1C(=O)NC(C)c1ccc(Cl)cc1. (3) The molecule is Cc1ccc(C(=O)NCc2ccccc2CN2CCCC2)cc1S(=O)(=O)N1CCOCC1. Results: hERG_inhib (hERG inhibition (general)): blocker.